Task: Predict the product of the given reaction.. Dataset: Forward reaction prediction with 1.9M reactions from USPTO patents (1976-2016) (1) Given the reactants Br[C:2]1[N:7]=[C:6]([F:8])[C:5]([OH:9])=[CH:4][CH:3]=1.[O:10]1[CH2:15][CH:14]=[C:13](B2OC(C)(C)C(C)(C)O2)[CH2:12][CH2:11]1.P([O-])([O-])([O-])=O.[K+].[K+].[K+].C(Cl)Cl, predict the reaction product. The product is: [F:8][C:6]1[C:5]([OH:9])=[CH:4][CH:3]=[C:2]([CH:13]2[CH2:14][CH2:15][O:10][CH2:11][CH2:12]2)[N:7]=1. (2) Given the reactants [H-].[Na+].C(OP([CH2:11][C:12]([O:14][CH2:15][CH3:16])=[O:13])(OCC)=O)C.[Cl:17][C:18]1[CH:26]=[CH:25][C:24]2[C:20](=[CH:21][N:22]([CH3:27])[N:23]=2)[C:19]=1[CH:28]=O.O, predict the reaction product. The product is: [Cl:17][C:18]1[CH:26]=[CH:25][C:24]2[C:20](=[CH:21][N:22]([CH3:27])[N:23]=2)[C:19]=1/[CH:28]=[CH:11]/[C:12]([O:14][CH2:15][CH3:16])=[O:13]. (3) Given the reactants [Cl:1][C:2]1[C:7]2=[N:8][CH:9]=[C:10]([O:12][CH2:13][C:14]3O[CH:16]=[CH:17][N:18]=3)[N:11]=[C:6]2[CH:5]=[CH:4][N:3]=1.Cl[C:20]1[N:21]=C2C=CN=C(Cl)C2=N[CH:25]=1.OCC1N=C(C)C=CN=1, predict the reaction product. The product is: [Cl:1][C:2]1[C:7]2=[N:8][CH:9]=[C:10]([O:12][CH2:13][C:14]3[N:21]=[C:20]([CH3:25])[CH:16]=[CH:17][N:18]=3)[N:11]=[C:6]2[CH:5]=[CH:4][N:3]=1.